From a dataset of Full USPTO retrosynthesis dataset with 1.9M reactions from patents (1976-2016). Predict the reactants needed to synthesize the given product. (1) Given the product [F:14][C:15]([F:32])([F:33])[O:16][C:17]1[CH:18]=[CH:19][C:20]([O:23][C:24]2[CH:31]=[CH:30][C:27]([CH2:28][NH:29][C:4](=[O:6])[C:3]3[CH:7]=[CH:8][C:9]([CH2:11][O:12][CH3:13])=[N:10][C:2]=3[NH2:1])=[CH:26][CH:25]=2)=[CH:21][CH:22]=1, predict the reactants needed to synthesize it. The reactants are: [NH2:1][C:2]1[N:10]=[C:9]([CH2:11][O:12][CH3:13])[CH:8]=[CH:7][C:3]=1[C:4]([OH:6])=O.[F:14][C:15]([F:33])([F:32])[O:16][C:17]1[CH:22]=[CH:21][C:20]([O:23][C:24]2[CH:31]=[CH:30][C:27]([CH2:28][NH2:29])=[CH:26][CH:25]=2)=[CH:19][CH:18]=1.CN([P+](ON1N=NC2C=CC=CC1=2)(N(C)C)N(C)C)C.F[P-](F)(F)(F)(F)F.C(=O)(O)[O-].[Na+]. (2) Given the product [CH2:1]([O:3][C:4](=[O:16])[CH2:5][N:6]1[CH:10]=[C:9]([CH3:15])[N:8]=[N:7]1)[CH3:2], predict the reactants needed to synthesize it. The reactants are: [CH2:1]([O:3][C:4](=[O:16])[CH2:5][N:6]1[C:10]([Si](C)(C)C)=[C:9]([CH3:15])[N:8]=[N:7]1)[CH3:2].F.